Regression. Given two drug SMILES strings and cell line genomic features, predict the synergy score measuring deviation from expected non-interaction effect. From a dataset of NCI-60 drug combinations with 297,098 pairs across 59 cell lines. (1) Drug 1: C1=CN(C(=O)N=C1N)C2C(C(C(O2)CO)O)O.Cl. Drug 2: CC1=C(C(CCC1)(C)C)C=CC(=CC=CC(=CC(=O)O)C)C. Cell line: HL-60(TB). Synergy scores: CSS=43.1, Synergy_ZIP=-4.15, Synergy_Bliss=-4.13, Synergy_Loewe=-5.74, Synergy_HSA=-5.42. (2) Drug 1: CC(C1=C(C=CC(=C1Cl)F)Cl)OC2=C(N=CC(=C2)C3=CN(N=C3)C4CCNCC4)N. Cell line: RPMI-8226. Synergy scores: CSS=54.5, Synergy_ZIP=7.90, Synergy_Bliss=8.55, Synergy_Loewe=-45.9, Synergy_HSA=4.65. Drug 2: CC1=C2C(C(=O)C3(C(CC4C(C3C(C(C2(C)C)(CC1OC(=O)C(C(C5=CC=CC=C5)NC(=O)OC(C)(C)C)O)O)OC(=O)C6=CC=CC=C6)(CO4)OC(=O)C)O)C)O. (3) Drug 1: CN1CCC(CC1)COC2=C(C=C3C(=C2)N=CN=C3NC4=C(C=C(C=C4)Br)F)OC. Drug 2: C1=NC2=C(N1)C(=S)N=C(N2)N. Cell line: SNB-19. Synergy scores: CSS=6.54, Synergy_ZIP=-2.47, Synergy_Bliss=0.552, Synergy_Loewe=-0.592, Synergy_HSA=-0.0164. (4) Drug 1: C1=CC(=C2C(=C1NCCNCCO)C(=O)C3=C(C=CC(=C3C2=O)O)O)NCCNCCO. Drug 2: CN(CCCl)CCCl.Cl. Cell line: MDA-MB-231. Synergy scores: CSS=31.2, Synergy_ZIP=-5.22, Synergy_Bliss=-1.35, Synergy_Loewe=-13.1, Synergy_HSA=-0.410. (5) Drug 1: CC12CCC3C(C1CCC2O)C(CC4=C3C=CC(=C4)O)CCCCCCCCCS(=O)CCCC(C(F)(F)F)(F)F. Drug 2: N.N.Cl[Pt+2]Cl. Cell line: HCT-15. Synergy scores: CSS=37.7, Synergy_ZIP=-1.02, Synergy_Bliss=-2.83, Synergy_Loewe=-4.54, Synergy_HSA=-0.785. (6) Drug 1: C1=NC(=NC(=O)N1C2C(C(C(O2)CO)O)O)N. Drug 2: CN(CC1=CN=C2C(=N1)C(=NC(=N2)N)N)C3=CC=C(C=C3)C(=O)NC(CCC(=O)O)C(=O)O. Cell line: K-562. Synergy scores: CSS=60.3, Synergy_ZIP=-0.938, Synergy_Bliss=-1.80, Synergy_Loewe=-24.5, Synergy_HSA=0.936.